Dataset: TCR-epitope binding with 47,182 pairs between 192 epitopes and 23,139 TCRs. Task: Binary Classification. Given a T-cell receptor sequence (or CDR3 region) and an epitope sequence, predict whether binding occurs between them. (1) The epitope is RILGAGCFV. The TCR CDR3 sequence is CASSLGGGGSSYNEQFF. Result: 0 (the TCR does not bind to the epitope). (2) The epitope is RILGAGCFV. The TCR CDR3 sequence is CASSLPGEDYNEQFF. Result: 0 (the TCR does not bind to the epitope). (3) The epitope is NLNESLIDL. The TCR CDR3 sequence is CASSHLDSPISNQPQHF. Result: 0 (the TCR does not bind to the epitope). (4) The epitope is HSKKKCDEL. The TCR CDR3 sequence is CASSLGDGSAIGEQFF. Result: 0 (the TCR does not bind to the epitope). (5) The epitope is PROT_97E67BCC. The TCR CDR3 sequence is CASSQERQYYEQYF. Result: 0 (the TCR does not bind to the epitope). (6) The epitope is YIFFASFYY. The TCR CDR3 sequence is CASQIGFYEQYF. Result: 0 (the TCR does not bind to the epitope). (7) The epitope is FLKEKGGL. The TCR CDR3 sequence is CASSELGATIYEQYF. Result: 1 (the TCR binds to the epitope). (8) The epitope is EEHVQIHTI. The TCR CDR3 sequence is CASSSKLGEQYF. Result: 1 (the TCR binds to the epitope).